This data is from Full USPTO retrosynthesis dataset with 1.9M reactions from patents (1976-2016). The task is: Predict the reactants needed to synthesize the given product. (1) Given the product [Cl:25][C:10]1[N:11]=[N:12][C:13]([CH3:14])=[C:8]([C:5]2[CH:6]=[CH:7][C:2]([Cl:1])=[CH:3][CH:4]=2)[C:9]=1[C:16]1[C:21]([Cl:22])=[N:20][CH:19]=[CH:18][N:17]=1, predict the reactants needed to synthesize it. The reactants are: [Cl:1][C:2]1[CH:7]=[CH:6][C:5]([C:8]2[C:13]([CH3:14])=[N:12][NH:11][C:10](=O)[C:9]=2[C:16]2[C:21]([Cl:22])=[N:20][CH:19]=[CH:18][N:17]=2)=[CH:4][CH:3]=1.P(Cl)(Cl)([Cl:25])=O. (2) Given the product [Cl:40][C:38]1[CH:37]=[CH:36][C:35]([NH:41][C:42](=[O:44])[CH3:43])=[C:34]([C:31]2[CH:30]=[CH:29][C:28]([N:20]3[C:21]4[CH:26]=[C:25]([F:27])[CH:24]=[CH:23][C:22]=4[N:18]([CH2:17][C:12]4[CH:13]=[CH:14][CH:15]=[C:16]5[C:11]=4[CH:10]=[CH:9][NH:8]5)[C:19]3=[NH:45])=[CH:33][CH:32]=2)[CH:39]=1, predict the reactants needed to synthesize it. The reactants are: C(OC([N:8]1[C:16]2[C:11](=[C:12]([CH2:17][N:18]3[C:22]4[CH:23]=[CH:24][C:25]([F:27])=[CH:26][C:21]=4[N:20]([C:28]4[CH:33]=[CH:32][C:31]([C:34]5[CH:39]=[C:38]([Cl:40])[CH:37]=[CH:36][C:35]=5[NH:41][C:42](=[O:44])[CH3:43])=[CH:30][CH:29]=4)[C:19]3=[NH:45])[CH:13]=[CH:14][CH:15]=2)[CH:10]=[CH:9]1)=O)(C)(C)C.C(O)(C(F)(F)F)=O. (3) Given the product [C:1]([O:5][C:6]([N:8]1[C@@H:13]([C@@H:14]([OH:28])[C@@H:15]([NH2:25])[CH2:16][C:17]2[CH:22]=[C:21]([F:23])[CH:20]=[C:19]([Br:24])[CH:18]=2)[CH2:12][O:11][C@@H:10]([O:29][CH2:30][C:31]([CH3:34])([CH3:33])[CH3:32])[C@@H:9]1[CH3:35])=[O:7])([CH3:2])([CH3:4])[CH3:3], predict the reactants needed to synthesize it. The reactants are: [C:1]([O:5][C:6]([N:8]1[C@@H:13]([C@@H:14]([OH:28])[C@@H:15]([N+:25]([O-])=O)[CH2:16][C:17]2[CH:22]=[C:21]([F:23])[CH:20]=[C:19]([Br:24])[CH:18]=2)[CH2:12][O:11][C@@H:10]([O:29][CH2:30][C:31]([CH3:34])([CH3:33])[CH3:32])[C@@H:9]1[CH3:35])=[O:7])([CH3:4])([CH3:3])[CH3:2]. (4) Given the product [C:15]([O:14][C:12](=[O:13])[CH2:11][N:8]1[C:9]2[C:5](=[CH:4][CH:3]=[C:2]([NH:1][CH2:26][C:23]3[N:22]([C:27]([O:29][C:30]([CH3:33])([CH3:32])[CH3:31])=[O:28])[C:21]([CH3:19])=[CH:25][CH:24]=3)[CH:10]=2)[CH:6]=[CH:7]1)([CH3:18])([CH3:17])[CH3:16], predict the reactants needed to synthesize it. The reactants are: [NH2:1][C:2]1[CH:10]=[C:9]2[C:5]([CH:6]=[CH:7][N:8]2[CH2:11][C:12]([O:14][C:15]([CH3:18])([CH3:17])[CH3:16])=[O:13])=[CH:4][CH:3]=1.[CH:19]([C:21]1[N:22]([C:27]([O:29][C:30]([CH3:33])([CH3:32])[CH3:31])=[O:28])[C:23]([CH3:26])=[CH:24][CH:25]=1)=O.[BH-](OC(C)=O)(OC(C)=O)OC(C)=O.[Na+]. (5) The reactants are: [NH2:1][C:2]1[C:3]2[C:10]([C:11]3[CH:16]=[CH:15][CH:14]=[C:13]([O:17][CH2:18][CH:19]4[CH2:24][CH2:23][CH2:22][CH2:21][O:20]4)[CH:12]=3)=[CH:9][N:8]([C@@H:25]3[CH2:28][C@H:27]([CH2:29][N:30]4[CH2:34][CH2:33][C@H](O)[CH2:31]4)[CH2:26]3)[C:4]=2[N:5]=[CH:6][N:7]=1.[F:36]C1CNC1. Given the product [F:36][CH:33]1[CH2:31][N:30]([CH2:29][C@H:27]2[CH2:28][C@H:25]([N:8]3[C:4]4[N:5]=[CH:6][N:7]=[C:2]([NH2:1])[C:3]=4[C:10]([C:11]4[CH:16]=[CH:15][CH:14]=[C:13]([O:17][CH2:18][CH:19]5[CH2:24][CH2:23][CH2:22][CH2:21][O:20]5)[CH:12]=4)=[CH:9]3)[CH2:26]2)[CH2:34]1, predict the reactants needed to synthesize it. (6) Given the product [NH2:1][C:2]1[N:7]=[C:6]([N:8]2[CH2:9][CH2:10][C:11]3([CH2:15][NH:14][C@H:13]([C:16]([OH:18])=[O:17])[CH2:12]3)[CH2:21][CH2:22]2)[CH:5]=[C:4]([O:23][C@H:24]([C:29]2[CH:30]=[C:31]3[C:36](=[CH:37][CH:38]=2)[NH:35][CH2:34][NH:33][CH2:32]3)[C:25]([F:28])([F:27])[F:26])[N:3]=1, predict the reactants needed to synthesize it. The reactants are: [NH2:1][C:2]1[N:7]=[C:6]([N:8]2[CH2:22][CH2:21][C:11]3([CH2:15][NH:14][C@H:13]([C:16]([O:18]CC)=[O:17])[CH2:12]3)[CH2:10][CH2:9]2)[CH:5]=[C:4]([O:23][C@H:24]([C:29]2[CH:30]=[C:31]3[C:36](=[CH:37][CH:38]=2)[N:35]=[CH:34][NH:33][CH2:32]3)[C:25]([F:28])([F:27])[F:26])[N:3]=1.[Li+].[OH-]. (7) Given the product [C:13]([O:12][C:10]([NH:1][N:2]([CH:17]1[CH2:19][CH2:18]1)[C:3](=[O:4])[O:5][C:6]([CH3:7])([CH3:8])[CH3:9])=[O:11])([CH3:16])([CH3:15])[CH3:14], predict the reactants needed to synthesize it. The reactants are: [N:1]([C:10]([O:12][C:13]([CH3:16])([CH3:15])[CH3:14])=[O:11])=[N:2][C:3]([O:5][C:6]([CH3:9])([CH3:8])[CH3:7])=[O:4].[CH:17]1([Mg]Br)[CH2:19][CH2:18]1. (8) Given the product [NH2:22][C:4]1[C:3]([O:25][CH3:26])=[C:2]([Cl:1])[CH:7]=[C:6]([F:8])[C:5]=1[N:9]1[C:14](=[O:15])[CH:13]=[C:12]([C:16]([F:19])([F:18])[F:17])[N:11]([CH3:20])[C:10]1=[O:21], predict the reactants needed to synthesize it. The reactants are: [Cl:1][C:2]1[CH:7]=[C:6]([F:8])[C:5]([N:9]2[C:14](=[O:15])[CH:13]=[C:12]([C:16]([F:19])([F:18])[F:17])[N:11]([CH3:20])[C:10]2=[O:21])=[C:4]([N+:22]([O-])=O)[C:3]=1[O:25][CH3:26].O.